From a dataset of Reaction yield outcomes from USPTO patents with 853,638 reactions. Predict the reaction yield, written as a fraction of the theoretical maximum amount of product (1.0 means a 100% yield; for example, 0.34 means a 34% yield). (1) The reactants are [NH2:1][C:2]1[CH:7]=[CH:6][C:5]([CH2:8][C:9]([OH:11])=[O:10])=[CH:4][CH:3]=1.[C:12]([O:16][C:17](O[C:17]([O:16][C:12]([CH3:15])([CH3:14])[CH3:13])=[O:18])=[O:18])([CH3:15])([CH3:14])[CH3:13]. The catalyst is C1COCC1.O. The product is [C:12]([O:16][C:17]([NH:1][C:2]1[CH:3]=[CH:4][C:5]([CH2:8][C:9]([OH:11])=[O:10])=[CH:6][CH:7]=1)=[O:18])([CH3:15])([CH3:14])[CH3:13]. The yield is 0.870. (2) The yield is 0.490. The reactants are [OH:1][C:2]1[CH:10]=[CH:9][C:5]([CH2:6][CH2:7][OH:8])=[CH:4][CH:3]=1.C1C=CN=CC=1.O=S(=O)=O. The catalyst is CS(C)=O.C(Cl)Cl. The product is [OH:1][C:2]1[CH:10]=[CH:9][C:5]([CH2:6][CH:7]=[O:8])=[CH:4][CH:3]=1. (3) The product is [NH2:1][C:2]1[CH:3]=[CH:4][C:5]([NH:24][C:25]([O:27][C:28]([CH3:31])([CH3:30])[CH3:29])=[O:26])=[C:6]([CH2:8][CH2:9][C:10]2[CH:11]=[C:12]([NH:16][C:17](=[O:23])[O:18][C:19]([CH3:22])([CH3:21])[CH3:20])[CH:13]=[CH:14][CH:15]=2)[CH:7]=1. The reactants are [NH2:1][C:2]1[CH:3]=[CH:4][C:5]([NH:24][C:25]([O:27][C:28]([CH3:31])([CH3:30])[CH3:29])=[O:26])=[C:6]([C:8]#[C:9][C:10]2[CH:11]=[C:12]([NH:16][C:17](=[O:23])[O:18][C:19]([CH3:22])([CH3:21])[CH3:20])[CH:13]=[CH:14][CH:15]=2)[CH:7]=1. The yield is 0.890. The catalyst is [Pd].CO. (4) The reactants are [CH2:1]([C:5]1[N:10]=[C:9]([CH3:11])[N:8]([C:12]2[CH:13]=[C:14]3[C:18](=[CH:19][CH:20]=2)[CH2:17][CH2:16][CH:15]3[O:21][Si](C(C)(C)C)(C)C)[C:7](=[O:29])[C:6]=1[CH2:30][C:31]1[CH:36]=[CH:35][C:34]([C:37]2[CH:42]=[CH:41][CH:40]=[CH:39][C:38]=2[C:43]2[NH:47][C:46](=[O:48])[O:45][N:44]=2)=[CH:33][CH:32]=1)[CH2:2][CH2:3][CH3:4].[F-].C([N+](CCCC)(CCCC)CCCC)CCC.C(OCC)(=O)C.O. The catalyst is O1CCCC1. The product is [CH2:1]([C:5]1[N:10]=[C:9]([CH3:11])[N:8]([C:12]2[CH:13]=[C:14]3[C:18](=[CH:19][CH:20]=2)[CH2:17][CH2:16][CH:15]3[OH:21])[C:7](=[O:29])[C:6]=1[CH2:30][C:31]1[CH:36]=[CH:35][C:34]([C:37]2[CH:42]=[CH:41][CH:40]=[CH:39][C:38]=2[C:43]2[NH:47][C:46](=[O:48])[O:45][N:44]=2)=[CH:33][CH:32]=1)[CH2:2][CH2:3][CH3:4]. The yield is 0.590. (5) The reactants are [Cl:1][C:2]1[CH:7]=[CH:6][CH:5]=[CH:4][C:3]=1[C:8]1[C:9]([C:16]2[CH:21]=[CH:20][C:19]([Cl:22])=[CH:18][CH:17]=2)=[CH:10][C:11]([NH:14][NH2:15])=[N:12][CH:13]=1.[F:23][C:24]([F:36])([F:35])[C:25]1[N:30]=[CH:29][C:28]([CH2:31][C:32](O)=[O:33])=[CH:27][CH:26]=1.ClC1C=CC=CC=1C1N=NC(NNC(=O)CC2C=CC(C(F)(F)F)=CC=2)=CC=1C1C=CC(Cl)=CC=1. No catalyst specified. The product is [Cl:1][C:2]1[CH:7]=[CH:6][CH:5]=[CH:4][C:3]=1[C:8]1[C:9]([C:16]2[CH:21]=[CH:20][C:19]([Cl:22])=[CH:18][CH:17]=2)=[CH:10][C:11]([NH:14][NH:15][C:32](=[O:33])[CH2:31][C:28]2[CH:29]=[N:30][C:25]([C:24]([F:23])([F:36])[F:35])=[CH:26][CH:27]=2)=[N:12][CH:13]=1. The yield is 1.00. (6) The reactants are [Br:1][C:2]1[NH:11][C:5]2[N:6]=[CH:7][N:8]=[C:9](Cl)[C:4]=2[CH:3]=1.[C:12]1([CH:19]=[CH:18][CH:17]=[C:15]([OH:16])[CH:14]=1)[OH:13].C(N(C(C)C)CC)(C)C. The catalyst is O1CCOCC1. The product is [Br:1][C:2]1[NH:11][C:5]2[N:6]=[CH:7][N:8]=[C:9]([O:13][C:12]3[CH:19]=[CH:18][CH:17]=[C:15]([OH:16])[CH:14]=3)[C:4]=2[CH:3]=1. The yield is 0.320. (7) The reactants are C1CCN2C(=NCCC2)CC1.Cl[C:13]1([CH3:33])[CH2:17][CH2:16][N:15](S(C2C=CC(C)=CC=2)(=O)=O)[C@@H:14]1[C:28]([O:30][CH2:31][CH3:32])=[O:29].C(OCC)C. The catalyst is C1COCC1. The product is [CH3:33][C:13]1[CH:17]=[CH:16][NH:15][C:14]=1[C:28]([O:30][CH2:31][CH3:32])=[O:29]. The yield is 0.840. (8) The reactants are [NH2:1][C:2]1[CH:3]=[CH:4][N:5]([CH3:27])[C:6]2[C:7]=1[CH:8]=[N:9][C:10]1[N:19]([C:20]3[CH:25]=[CH:24][C:23]([F:26])=[CH:22][CH:21]=3)[CH2:18][CH:17]=[C:12]3[NH:13][C:14](=[O:16])[C:15]=2[C:11]=13.C(N(CC)C(C)C)(C)C.CN(C(ON1N=NC2C=CC=NC1=2)=[N+](C)C)C.F[P-](F)(F)(F)(F)F.[Cl:61][C:62]1[CH:67]=[CH:66][C:65]([F:68])=[CH:64][C:63]=1[CH2:69][C:70](O)=[O:71]. The catalyst is CN(C)C(=O)C. The product is [Cl:61][C:62]1[CH:67]=[CH:66][C:65]([F:68])=[CH:64][C:63]=1[CH2:69][C:70]([NH:1][C:2]1[CH:3]=[CH:4][N:5]([CH3:27])[C:6]2[C:7]=1[CH:8]=[N:9][C:10]1[N:19]([C:20]3[CH:25]=[CH:24][C:23]([F:26])=[CH:22][CH:21]=3)[CH2:18][CH:17]=[C:12]3[NH:13][C:14](=[O:16])[C:15]=2[C:11]=13)=[O:71]. The yield is 0.300. (9) The reactants are [C:1]([O:4][C@H:5]1[CH2:9][CH2:8][CH2:7][C@@H:6]1[O:10][C:11]1[CH:16]=[C:15]([CH3:17])[C:14]([C:18]2[CH:23]=[CH:22][CH:21]=[C:20]([CH:24]=[O:25])[CH:19]=2)=[C:13]([CH3:26])[CH:12]=1)(=[O:3])[CH3:2].[BH4-].[Na+].CC(C)=O. The catalyst is CO. The product is [C:1]([O:4][C@H:5]1[CH2:9][CH2:8][CH2:7][C@@H:6]1[O:10][C:11]1[CH:16]=[C:15]([CH3:17])[C:14]([C:18]2[CH:23]=[CH:22][CH:21]=[C:20]([CH2:24][OH:25])[CH:19]=2)=[C:13]([CH3:26])[CH:12]=1)(=[O:3])[CH3:2]. The yield is 0.852. (10) The reactants are [Br:1][C:2]1[C:3]([CH3:10])=[C:4]([CH:7]=[CH:8][CH:9]=1)[CH2:5][NH2:6].C(N(C(C)C)CC)(C)C.Cl[C:21]1[N:26]=[C:25]([NH:27][CH2:28][C@H:29]2[CH2:34][CH2:33][C@H:32]([CH2:35][OH:36])[CH2:31][CH2:30]2)[C:24]([N+:37]([O-:39])=[O:38])=[CH:23][N:22]=1. The catalyst is ClCCl. The product is [Br:1][C:2]1[C:3]([CH3:10])=[C:4]([CH:7]=[CH:8][CH:9]=1)[CH2:5][NH:6][C:21]1[N:26]=[C:25]([NH:27][CH2:28][C@H:29]2[CH2:30][CH2:31][C@H:32]([CH2:35][OH:36])[CH2:33][CH2:34]2)[C:24]([N+:37]([O-:39])=[O:38])=[CH:23][N:22]=1. The yield is 0.930.